From a dataset of Full USPTO retrosynthesis dataset with 1.9M reactions from patents (1976-2016). Predict the reactants needed to synthesize the given product. (1) Given the product [NH2:32][C:31]1[N:6]2[N:5]=[CH:4][C:3]([C:7]3[CH:8]=[C:9]([N:13]4[CH2:14][CH2:15][N:16]([CH2:19][CH2:20][OH:21])[CH2:17][CH2:18]4)[CH:10]=[CH:11][CH:12]=3)=[C:2]2[N:1]=[C:33]([CH3:34])[C:30]=1[C:25]1[CH:26]=[CH:27][C:28]([F:29])=[C:23]([F:22])[CH:24]=1, predict the reactants needed to synthesize it. The reactants are: [NH2:1][C:2]1[NH:6][N:5]=[CH:4][C:3]=1[C:7]1[CH:8]=[C:9]([N:13]2[CH2:18][CH2:17][N:16]([CH2:19][CH2:20][OH:21])[CH2:15][CH2:14]2)[CH:10]=[CH:11][CH:12]=1.[F:22][C:23]1[CH:24]=[C:25]([CH:30]([C:33](=O)[CH3:34])[C:31]#[N:32])[CH:26]=[CH:27][C:28]=1[F:29]. (2) Given the product [CH:1]1([C:4]2[C:5]([O:16][CH3:17])=[CH:6][C:7]3[CH2:8][CH:9]([CH2:14][CH3:15])[N:10]4[CH:11]([CH2:29][C:28](=[O:30])[C:22]([C:23]([O:25][CH2:26][CH3:27])=[O:24])=[CH:21]4)[C:12]=3[CH:13]=2)[CH2:3][CH2:2]1, predict the reactants needed to synthesize it. The reactants are: [CH:1]1([C:4]2[CH:13]=[C:12]3[C:7]([CH2:8][CH:9]([CH2:14][CH3:15])[N:10]=[CH:11]3)=[CH:6][C:5]=2[O:16][CH3:17])[CH2:3][CH2:2]1.C(O[CH:21]=[C:22]([C:28](=[O:30])[CH3:29])[C:23]([O:25][CH2:26][CH3:27])=[O:24])C. (3) Given the product [C:15]([O:19][C:20](=[O:21])[NH:22][C@H:23]1[CH2:27][CH2:26][N:25]([C:2]2[C:11]3[C:6](=[CH:7][CH:8]=[C:9]([O:12][CH3:13])[N:10]=3)[N:5]=[CH:4][C:3]=2[F:14])[CH2:24]1)([CH3:18])([CH3:16])[CH3:17], predict the reactants needed to synthesize it. The reactants are: Br[C:2]1[C:3]([F:14])=[CH:4][N:5]=[C:6]2[C:11]=1[N:10]=[C:9]([O:12][CH3:13])[CH:8]=[CH:7]2.[C:15]([O:19][C:20]([NH:22][C@H:23]1[CH2:27][CH2:26][NH:25][CH2:24]1)=[O:21])([CH3:18])([CH3:17])[CH3:16]. (4) Given the product [CH2:1]([O:3][C:4](=[O:62])[CH2:5][N:6]([C:8](=[O:61])[C@@H:9]([NH:25][C:26](=[O:60])[C@@H:27]([NH2:52])[CH2:28][CH2:29][CH2:30][NH:31]/[C:32](/[NH2:51])=[N:33]\[S:34]([C:37]1[C:38]([CH3:50])=[C:39]([CH3:49])[C:40]2[O:44][C:43]([CH3:45])([CH3:46])[CH2:42][C:41]=2[C:47]=1[CH3:48])(=[O:35])=[O:36])[CH2:10][N:11]([CH3:24])[S:12]([C:15]1[CH:20]=[CH:19][CH:18]=[CH:17][C:16]=1[N+:21]([O-:23])=[O:22])(=[O:14])=[O:13])[CH3:7])[CH3:2], predict the reactants needed to synthesize it. The reactants are: [CH2:1]([O:3][C:4](=[O:62])[CH2:5][N:6]([C:8](=[O:61])[C@@H:9]([NH:25][C:26](=[O:60])[C@@H:27]([NH:52]C(OC(C)(C)C)=O)[CH2:28][CH2:29][CH2:30][NH:31]/[C:32](/[NH2:51])=[N:33]\[S:34]([C:37]1[C:38]([CH3:50])=[C:39]([CH3:49])[C:40]2[O:44][C:43]([CH3:46])([CH3:45])[CH2:42][C:41]=2[C:47]=1[CH3:48])(=[O:36])=[O:35])[CH2:10][N:11]([CH3:24])[S:12]([C:15]1[CH:20]=[CH:19][CH:18]=[CH:17][C:16]=1[N+:21]([O-:23])=[O:22])(=[O:14])=[O:13])[CH3:7])[CH3:2].Cl.